Dataset: Merck oncology drug combination screen with 23,052 pairs across 39 cell lines. Task: Regression. Given two drug SMILES strings and cell line genomic features, predict the synergy score measuring deviation from expected non-interaction effect. (1) Drug 1: COc1cc(C2c3cc4c(cc3C(OC3OC5COC(C)OC5C(O)C3O)C3COC(=O)C23)OCO4)cc(OC)c1O. Drug 2: Cn1nnc2c(C(N)=O)ncn2c1=O. Cell line: NCIH2122. Synergy scores: synergy=-5.74. (2) Drug 1: CCC1=CC2CN(C1)Cc1c([nH]c3ccccc13)C(C(=O)OC)(c1cc3c(cc1OC)N(C)C1C(O)(C(=O)OC)C(OC(C)=O)C4(CC)C=CCN5CCC31C54)C2. Drug 2: NC(=O)c1cccc2cn(-c3ccc(C4CCCNC4)cc3)nc12. Cell line: NCIH460. Synergy scores: synergy=5.01. (3) Drug 1: O=C(NOCC(O)CO)c1ccc(F)c(F)c1Nc1ccc(I)cc1F. Drug 2: Cn1cc(-c2cnn3c(N)c(Br)c(C4CCCNC4)nc23)cn1. Cell line: ZR751. Synergy scores: synergy=3.77. (4) Drug 1: COc1cccc2c1C(=O)c1c(O)c3c(c(O)c1C2=O)CC(O)(C(=O)CO)CC3OC1CC(N)C(O)C(C)O1. Drug 2: O=C(CCCCCCC(=O)Nc1ccccc1)NO. Cell line: NCIH2122. Synergy scores: synergy=4.36.